From a dataset of Full USPTO retrosynthesis dataset with 1.9M reactions from patents (1976-2016). Predict the reactants needed to synthesize the given product. (1) Given the product [C:19]([C:16]1[CH:17]=[C:18]2[C:13](=[CH:14][CH:15]=1)[N:12]([S:21]([C:24]1[CH:30]=[CH:29][C:27]([CH3:28])=[CH:26][CH:25]=1)(=[O:23])=[O:22])[CH:11]=[C:10]2[CH2:9][CH2:8][CH2:7][CH2:6][N:34]1[CH2:33][CH2:32][N:31]([C:37]2[CH:38]=[CH:39][C:40]3[O:44][C:43]([C:45]([O:47][CH2:48][CH3:49])=[O:46])=[CH:42][C:41]=3[CH:50]=2)[CH2:36][CH2:35]1)#[N:20], predict the reactants needed to synthesize it. The reactants are: CS(O[CH2:6][CH2:7][CH2:8][CH2:9][C:10]1[C:18]2[C:13](=[CH:14][CH:15]=[C:16]([C:19]#[N:20])[CH:17]=2)[N:12]([S:21]([C:24]2[CH:30]=[CH:29][C:27]([CH3:28])=[CH:26][CH:25]=2)(=[O:23])=[O:22])[CH:11]=1)(=O)=O.[N:31]1([C:37]2[CH:38]=[CH:39][C:40]3[O:44][C:43]([C:45]([O:47][CH2:48][CH3:49])=[O:46])=[CH:42][C:41]=3[CH:50]=2)[CH2:36][CH2:35][NH:34][CH2:33][CH2:32]1.C([O-])([O-])=O.[K+].[K+]. (2) Given the product [CH2:1]([O:3][C:4]([C:6]1[NH:7][C:8]2[C:13]([CH:14]=1)=[CH:12][C:11]([C:25]1[CH:30]=[CH:29][C:28]([C:31]([F:34])([F:33])[F:32])=[CH:27][N:26]=1)=[CH:10][CH:9]=2)=[O:5])[CH3:2], predict the reactants needed to synthesize it. The reactants are: [CH2:1]([O:3][C:4]([C:6]1[NH:7][C:8]2[C:13]([CH:14]=1)=[CH:12][C:11](B1OC(C)(C)C(C)(C)O1)=[CH:10][CH:9]=2)=[O:5])[CH3:2].Br[C:25]1[CH:30]=[CH:29][C:28]([C:31]([F:34])([F:33])[F:32])=[CH:27][N:26]=1.C(=O)([O-])[O-].[Na+].[Na+].CCO.